From a dataset of Full USPTO retrosynthesis dataset with 1.9M reactions from patents (1976-2016). Predict the reactants needed to synthesize the given product. (1) Given the product [C:9]([NH:8][C:4]1[CH:3]=[C:2]([CH:7]=[CH:6][CH:5]=1)[O:1][CH2:13][C:14]([OH:16])=[O:15])(=[O:11])[CH3:10], predict the reactants needed to synthesize it. The reactants are: [OH:1][C:2]1[CH:3]=[C:4]([NH:8][C:9](=[O:11])[CH3:10])[CH:5]=[CH:6][CH:7]=1.Br[CH2:13][C:14]([O:16]CC)=[O:15].C([O-])([O-])=O.[K+].[K+].[OH-].[Na+].Cl. (2) Given the product [C:38]([C:33]1[CH:34]=[C:35]2[C:30](=[C:31]([F:42])[CH:32]=1)[C:29](=[O:43])[N:28]([C:7]1[C:6]([CH2:5][OH:4])=[C:11]([C:12]3[CH:17]=[C:16]([NH:18][C:19]4[CH:23]=[C:22]([CH3:24])[N:21]([CH3:25])[N:20]=4)[C:15](=[O:26])[N:14]([CH3:27])[N:13]=3)[CH:10]=[CH:9][N:8]=1)[N:37]=[CH:36]2)([CH3:41])([CH3:39])[CH3:40], predict the reactants needed to synthesize it. The reactants are: C([O:4][CH2:5][C:6]1[C:7]([N:28]2[N:37]=[CH:36][C:35]3[C:30](=[C:31]([F:42])[CH:32]=[C:33]([C:38]([CH3:41])([CH3:40])[CH3:39])[CH:34]=3)[C:29]2=[O:43])=[N:8][CH:9]=[CH:10][C:11]=1[C:12]1[CH:17]=[C:16]([NH:18][C:19]2[CH:23]=[C:22]([CH3:24])[N:21]([CH3:25])[N:20]=2)[C:15](=[O:26])[N:14]([CH3:27])[N:13]=1)(=O)C.O.[OH-].[Li+]. (3) Given the product [Br:24][C:22]1[NH:21][C:17]2[N:18]=[CH:19][N:20]=[C:15]([C:12]3[CH:13]=[CH:14][C:9]([CH2:8][NH:7][C:6](=[O:5])[C:51]4[CH:55]=[CH:56][C:48]([C:44]([CH3:47])([CH3:46])[CH3:45])=[CH:49][CH:50]=4)=[C:10]([F:35])[CH:11]=3)[C:16]=2[CH:23]=1, predict the reactants needed to synthesize it. The reactants are: C([O:5][C:6](=O)[NH:7][CH2:8][C:9]1[CH:14]=[CH:13][C:12]([C:15]2[C:16]3[CH:23]=[C:22]([Br:24])[N:21](S(C4C=CC(C)=CC=4)(=O)=O)[C:17]=3[N:18]=[CH:19][N:20]=2)=[CH:11][C:10]=1[F:35])(C)(C)C.C(O)(C(F)(F)F)=O.[C:44]([C:48]1[CH:56]=[CH:55][C:51](C(O)=O)=[CH:50][CH:49]=1)([CH3:47])([CH3:46])[CH3:45].CCN(C(C)C)C(C)C.CN(C(ON1N=NC2C=CC=NC1=2)=[N+](C)C)C.F[P-](F)(F)(F)(F)F. (4) The reactants are: Cl[C:2]1[N:3]=[C:4]([NH:18][CH2:19][C:20]2[CH:25]=[CH:24][CH:23]=[CH:22][N:21]=2)[C:5]2[C:10]([CH:11]=1)=[CH:9][CH:8]=[CH:7][C:6]=2[C:12]1[CH:17]=[CH:16][CH:15]=[CH:14][CH:13]=1.[C:26]([NH:30][S:31]([C:34]1[CH:35]=[N:36][CH:37]=[C:38](B2OC(C)(C)C(C)(C)O2)[CH:39]=1)(=[O:33])=[O:32])([CH3:29])([CH3:28])[CH3:27].C(=O)([O-])[O-].[K+].[K+]. Given the product [C:26]([NH:30][S:31]([C:34]1[CH:35]=[N:36][CH:37]=[C:38]([C:2]2[N:3]=[C:4]([NH:18][CH2:19][C:20]3[CH:25]=[CH:24][CH:23]=[CH:22][N:21]=3)[C:5]3[C:10]([CH:11]=2)=[CH:9][CH:8]=[CH:7][C:6]=3[C:12]2[CH:17]=[CH:16][CH:15]=[CH:14][CH:13]=2)[CH:39]=1)(=[O:33])=[O:32])([CH3:29])([CH3:27])[CH3:28], predict the reactants needed to synthesize it. (5) The reactants are: [S:1]1[C:5]2[CH:6]=[CH:7][C:8]([NH:10][C:11]3[C:20]4[C:15](=[CH:16][C:17]([O:26][CH:27]([CH3:29])[CH3:28])=[C:18]([S:21][C:22]([CH3:25])([CH3:24])[CH3:23])[CH:19]=4)[N:14]=[CH:13][N:12]=3)=[CH:9][C:4]=2[N:3]=[CH:2]1.[OH:30]OS([O-])=O.[K+].[OH2:36]. Given the product [C:22]([S:21]([C:18]1[CH:19]=[C:20]2[C:15](=[CH:16][C:17]=1[O:26][CH:27]([CH3:29])[CH3:28])[N:14]=[CH:13][N:12]=[C:11]2[NH:10][C:8]1[CH:7]=[CH:6][C:5]2[S:1][CH:2]=[N:3][C:4]=2[CH:9]=1)(=[O:30])=[O:36])([CH3:23])([CH3:24])[CH3:25], predict the reactants needed to synthesize it.